This data is from Full USPTO retrosynthesis dataset with 1.9M reactions from patents (1976-2016). The task is: Predict the reactants needed to synthesize the given product. (1) Given the product [C:1]([OH:6])(=[O:5])[C:2]([OH:4])=[O:3].[F:7][C:8]1[CH:9]=[CH:10][CH:11]=[C:12]2[C:19]=1[C:15]([CH2:16][CH2:17][NH2:18])=[CH:14][NH:13]2, predict the reactants needed to synthesize it. The reactants are: [C:1]([OH:6])(=[O:5])[C:2]([OH:4])=[O:3].[F:7][C:8]1[CH:9]=[CH:10][CH:11]=[C:12]2[C:19]=1[C:15]([CH2:16][CH2:17][NH2:18])=[CH:14][NH:13]2.CO.CCOCC. (2) Given the product [Cl:26][C:27]1[CH:44]=[CH:43][C:42]([C@H:45]2[C@H:50]([O:51][CH2:52][C:53]3[CH:58]=[CH:57][CH:56]=[CH:55][CH:54]=3)[C@@H:49]([O:59][CH2:60][C:61]3[CH:62]=[CH:63][CH:64]=[CH:65][CH:66]=3)[C@H:48]([O:67][CH2:68][C:69]3[CH:70]=[CH:71][CH:72]=[CH:73][CH:74]=3)[C@@H:47]([CH2:75][O:76][CH2:77][C:78]3[CH:79]=[CH:80][CH:81]=[CH:82][CH:83]=3)[O:46]2)=[CH:41][C:28]=1[CH2:29][C:30]1[CH:40]=[CH:39][C:33]([CH2:34][N:35]([CH:36]2[CH2:37][CH2:38]2)[C:1](=[O:3])[CH3:2])=[CH:32][CH:31]=1, predict the reactants needed to synthesize it. The reactants are: [C:1](O)(=[O:3])[CH3:2].CCN=C=NCCCN(C)C.C1C=CC2N(O)N=NC=2C=1.[Cl:26][C:27]1[CH:44]=[CH:43][C:42]([C@H:45]2[C@H:50]([O:51][CH2:52][C:53]3[CH:58]=[CH:57][CH:56]=[CH:55][CH:54]=3)[C@@H:49]([O:59][CH2:60][C:61]3[CH:66]=[CH:65][CH:64]=[CH:63][CH:62]=3)[C@H:48]([O:67][CH2:68][C:69]3[CH:74]=[CH:73][CH:72]=[CH:71][CH:70]=3)[C@@H:47]([CH2:75][O:76][CH2:77][C:78]3[CH:83]=[CH:82][CH:81]=[CH:80][CH:79]=3)[O:46]2)=[CH:41][C:28]=1[CH2:29][C:30]1[CH:40]=[CH:39][C:33]([CH2:34][NH:35][CH:36]2[CH2:38][CH2:37]2)=[CH:32][CH:31]=1.